From a dataset of Reaction yield outcomes from USPTO patents with 853,638 reactions. Predict the reaction yield, written as a fraction of the theoretical maximum amount of product (1.0 means a 100% yield; for example, 0.34 means a 34% yield). (1) The catalyst is CCO. The reactants are [OH-].[Na+].[F:3][C:4]([F:23])([F:22])[C:5]1[CH:6]=[C:7]([CH:19]=[CH:20][CH:21]=1)[CH2:8][C:9]1[CH:18]=[CH:17][C:12]([C:13]([O:15]C)=[O:14])=[CH:11][CH:10]=1. The yield is 0.870. The product is [F:3][C:4]([F:22])([F:23])[C:5]1[CH:6]=[C:7]([CH:19]=[CH:20][CH:21]=1)[CH2:8][C:9]1[CH:18]=[CH:17][C:12]([C:13]([OH:15])=[O:14])=[CH:11][CH:10]=1. (2) The reactants are Br[CH2:2][C:3]1[CH:18]=[CH:17][C:6]2[S:7][CH:8]=[C:9]([C:10]3[CH:15]=[CH:14][CH:13]=[CH:12][C:11]=3[CH3:16])[C:5]=2[CH:4]=1.[OH:19][C:20]1[N:25]=[CH:24][C:23]([CH:26]([C:33]#[C:34][CH3:35])[CH2:27][C:28]([O:30][CH2:31][CH3:32])=[O:29])=[CH:22][CH:21]=1.O. The catalyst is C1(C)C=CC=CC=1. The product is [CH3:16][C:11]1[CH:12]=[CH:13][CH:14]=[CH:15][C:10]=1[C:9]1[C:5]2[CH:4]=[C:3]([CH2:2][O:19][C:20]3[N:25]=[CH:24][C:23]([CH:26]([C:33]#[C:34][CH3:35])[CH2:27][C:28]([O:30][CH2:31][CH3:32])=[O:29])=[CH:22][CH:21]=3)[CH:18]=[CH:17][C:6]=2[S:7][CH:8]=1. The yield is 0.410.